From a dataset of Full USPTO retrosynthesis dataset with 1.9M reactions from patents (1976-2016). Predict the reactants needed to synthesize the given product. (1) Given the product [ClH:14].[O:13]=[S:12]1[O:11][C@H:8]([CH2:7][N:1]2[CH2:6][CH2:5][O:4][CH2:3][CH2:2]2)[CH2:9][O:10]1, predict the reactants needed to synthesize it. The reactants are: [N:1]1([CH2:7][C@@H:8]([OH:11])[CH2:9][OH:10])[CH2:6][CH2:5][O:4][CH2:3][CH2:2]1.[S:12](Cl)([Cl:14])=[O:13]. (2) Given the product [C:17]1([P:16]([C:13]2[CH:12]=[CH:14][CH:33]=[CH:34][C:35]=2[O-:36])([C:2]2[CH:3]=[CH:4][CH:5]=[CH:6][C:1]=2[O-:7])=[O:24])[CH:22]=[CH:21][CH:20]=[CH:19][CH:18]=1.[Li+:32].[Li+:32], predict the reactants needed to synthesize it. The reactants are: [C:1]1([OH:7])[CH:6]=[CH:5][CH:4]=[CH:3][CH:2]=1.C(N[CH:12]([CH3:14])[CH3:13])(C)C.Cl[P:16](=[O:24])(Cl)[C:17]1[CH:22]=[CH:21][CH:20]=[CH:19][CH:18]=1.C([N-]C(C)C)(C)C.[Li+:32].[CH2:33]1C[O:36][CH2:35][CH2:34]1. (3) The reactants are: [C:1](C(N)C=O)([O:3][C:4]([CH3:7])([CH3:6])[CH3:5])=[O:2].[N+:12]([C:15]1[CH:20]=[CH:19][CH:18]=[CH:17][C:16]=1[S:21]([N:24]([CH2:44][C:45]1[CH:50]=[CH:49][CH:48]=[CH:47][N:46]=1)[CH2:25][C:26]1[CH:31]=[CH:30][C:29]([CH2:32][NH:33][CH:34]2[C:43]3[N:42]=[CH:41][CH:40]=[CH:39][C:38]=3[CH2:37][CH2:36][CH2:35]2)=[CH:28][CH:27]=1)(=[O:23])=[O:22])([O-:14])=[O:13].[C:51]([BH3-])#[N:52].[Na+].[CH3:55]O. Given the product [N+:12]([C:15]1[CH:20]=[CH:19][CH:18]=[CH:17][C:16]=1[S:21]([N:24]([CH2:44][C:45]1[CH:50]=[CH:49][CH:48]=[CH:47][N:46]=1)[CH2:25][C:26]1[CH:27]=[CH:28][C:29]([CH2:32][N:33]([CH2:55][CH2:51][NH:52][C:1]([O:3][C:4]([CH3:5])([CH3:6])[CH3:7])=[O:2])[CH:34]2[C:43]3[N:42]=[CH:41][CH:40]=[CH:39][C:38]=3[CH2:37][CH2:36][CH2:35]2)=[CH:30][CH:31]=1)(=[O:22])=[O:23])([O-:14])=[O:13], predict the reactants needed to synthesize it. (4) Given the product [CH2:16]([C:15]([F:18])([CH2:19][CH3:20])[CH2:14][N:11]1[CH2:12][CH2:13][CH:8]([CH2:7][O:6][C:5]2[CH:21]=[CH:22][C:2]([C:30]3[CH:31]=[CH:32][C:27]([C:25]([O:24][CH3:23])=[O:26])=[CH:28][CH:29]=3)=[CH:3][CH:4]=2)[CH2:9][CH2:10]1)[CH3:17], predict the reactants needed to synthesize it. The reactants are: Br[C:2]1[CH:22]=[CH:21][C:5]([O:6][CH2:7][CH:8]2[CH2:13][CH2:12][N:11]([CH2:14][C:15]([CH2:19][CH3:20])([F:18])[CH2:16][CH3:17])[CH2:10][CH2:9]2)=[CH:4][CH:3]=1.[CH3:23][O:24][C:25]([C:27]1[CH:32]=[CH:31][C:30](B(O)O)=[CH:29][CH:28]=1)=[O:26].C([O-])([O-])=O.[Cs+].[Cs+]. (5) Given the product [O:1]1[C:5]2[CH:6]=[CH:7][C:8]([CH2:10][N:11]([CH3:39])[CH2:12][CH2:13][CH2:14][N:15]([C:22]3[CH:27]=[C:26]([CH3:28])[N:25]=[C:24]([N:29]4[CH:33]=[CH:32][N:31]=[CH:30]4)[N:23]=3)[CH2:16][C:17]([OH:19])=[O:18])=[CH:9][C:4]=2[O:3][CH2:2]1, predict the reactants needed to synthesize it. The reactants are: [O:1]1[C:5]2[CH:6]=[CH:7][C:8]([CH2:10][NH:11][CH:12](C)[CH2:13][CH2:14][N:15]([C:22]3[CH:27]=[C:26]([CH3:28])[N:25]=[C:24]([N:29]4[CH:33]=[CH:32][N:31]=[CH:30]4)[N:23]=3)[CH2:16][C:17]([O:19]CC)=[O:18])=[CH:9][C:4]=2[O:3][CH2:2]1.[Li+].[OH-].O.Cl.[CH2:39]1COCC1. (6) Given the product [F:59][C:53]1[CH:54]=[CH:55][C:56]([F:58])=[CH:57][C:52]=1[CH:51]=[C:48]1[CH2:49][CH2:50][N:45]([C:43]([NH:20][CH:17]2[CH2:18][CH2:19][N:14]([CH2:13][C:12]([F:11])([F:21])[F:22])[CH2:15][CH2:16]2)=[O:44])[CH2:46][CH2:47]1, predict the reactants needed to synthesize it. The reactants are: ClC(OC1C=CC=CC=1)=O.[F:11][C:12]([F:22])([F:21])[CH2:13][N:14]1[CH2:19][CH2:18][CH:17]([NH2:20])[CH2:16][CH2:15]1.N1(CCC2C=CC(N3CCC(N[C:43]([N:45]4[CH2:50][CH2:49][C:48](=[CH:51][C:52]5[CH:57]=[C:56]([F:58])[CH:55]=[CH:54][C:53]=5[F:59])[CH2:47][CH2:46]4)=[O:44])CC3)=CC=2)C=CN=N1.CCN(CC)CC.